Dataset: Full USPTO retrosynthesis dataset with 1.9M reactions from patents (1976-2016). Task: Predict the reactants needed to synthesize the given product. (1) Given the product [F:12][C:8]1[CH:7]=[C:6]2[C:11]([C:2]([OH:23])=[C:3]([CH3:19])[C:4]([C:13]3[CH:18]=[CH:17][CH:16]=[CH:15][N:14]=3)=[N:5]2)=[CH:10][CH:9]=1, predict the reactants needed to synthesize it. The reactants are: Cl[C:2]1[C:11]2[C:6](=[CH:7][C:8]([F:12])=[CH:9][CH:10]=2)[N:5]=[C:4]([C:13]2[CH:18]=[CH:17][CH:16]=[CH:15][N:14]=2)[C:3]=1[CH3:19].O.CC[O:23]C(C)=O. (2) The reactants are: Cl[C:2]1[CH:7]=[C:6]([CH2:8][C:9]([O:11][CH2:12][CH3:13])=[O:10])[CH:5]=[CH:4][N:3]=1.[C:14](=[O:21])([O:16][C:17]([CH3:20])([CH3:19])[CH3:18])[NH2:15].C(=O)([O-])[O-].[Cs+].[Cs+]. Given the product [C:17]([O:16][C:14]([NH:15][C:2]1[CH:7]=[C:6]([CH2:8][C:9]([O:11][CH2:12][CH3:13])=[O:10])[CH:5]=[CH:4][N:3]=1)=[O:21])([CH3:20])([CH3:19])[CH3:18], predict the reactants needed to synthesize it. (3) The reactants are: [CH3:1][C:2]1([CH3:18])[CH2:7][C:6]([CH3:9])([OH:8])[CH:5]([OH:10])[CH:4]2[C:11]([CH3:17])([CH3:16])[CH:12]3[CH2:15][C:3]12[CH2:14][CH2:13]3.[CH:19](=O)[CH2:20][CH3:21].[Br-].[Li+].C1(C)C=CC(S(O)(=O)=O)=CC=1.C(=O)(O)[O-].[Na+]. Given the product [CH2:20]([CH:21]1[O:10][CH:5]2[C:6]([CH3:9])([CH2:7][C:2]([CH3:18])([CH3:1])[C:3]34[CH2:15][CH:12]([CH2:13][CH2:14]3)[C:11]([CH3:17])([CH3:16])[CH:4]42)[O:8]1)[CH3:19], predict the reactants needed to synthesize it.